From a dataset of Full USPTO retrosynthesis dataset with 1.9M reactions from patents (1976-2016). Predict the reactants needed to synthesize the given product. (1) Given the product [NH2:32][C:30]1[CH:29]=[CH:28][C:3]([O:4][C:5]2[CH:6]=[C:7]3[C:11](=[CH:12][C:13]=2[NH:14][C:15](=[O:21])[O:16][C:17]([CH3:18])([CH3:19])[CH3:20])[N:10]([CH:22]2[CH2:27][CH2:26][CH2:25][CH2:24][O:23]2)[N:9]=[CH:8]3)=[C:2]([F:1])[CH:31]=1, predict the reactants needed to synthesize it. The reactants are: [F:1][C:2]1[CH:31]=[C:30]([N+:32]([O-])=O)[CH:29]=[CH:28][C:3]=1[O:4][C:5]1[CH:6]=[C:7]2[C:11](=[CH:12][C:13]=1[NH:14][C:15](=[O:21])[O:16][C:17]([CH3:20])([CH3:19])[CH3:18])[N:10]([CH:22]1[CH2:27][CH2:26][CH2:25][CH2:24][O:23]1)[N:9]=[CH:8]2. (2) Given the product [CH:25]1([CH2:31][NH:32][C:10]2[N:11]=[CH:12][C:7]3[CH:6]=[C:5]([O:4][C:3]4[CH:21]=[CH:22][CH:23]=[CH:24][C:2]=4[F:1])[C:18](=[O:19])[N:17]([CH3:20])[C:8]=3[N:9]=2)[CH2:30][CH2:29][CH2:28][CH2:27][CH2:26]1, predict the reactants needed to synthesize it. The reactants are: [F:1][C:2]1[CH:24]=[CH:23][CH:22]=[CH:21][C:3]=1[O:4][C:5]1[C:18](=[O:19])[N:17]([CH3:20])[C:8]2[N:9]=[C:10](S(C)(=O)=O)[N:11]=[CH:12][C:7]=2[CH:6]=1.[CH:25]1([CH2:31][NH2:32])[CH2:30][CH2:29][CH2:28][CH2:27][CH2:26]1. (3) The reactants are: [O:1]=[C:2]1[CH2:7][O:6][C:5]2[CH:8]=[CH:9][C:10]([S:12](Cl)(=O)=O)=[CH:11][C:4]=2[NH:3]1.Cl.[Sn].C(OCC)(=O)C. Given the product [SH:12][C:10]1[CH:9]=[CH:8][C:5]2[O:6][CH2:7][C:2](=[O:1])[NH:3][C:4]=2[CH:11]=1, predict the reactants needed to synthesize it. (4) Given the product [C:16]([O:20][C:21]([NH:23][C:24]1[CH:25]=[CH:26][C:27]([CH2:30][CH2:31][CH2:32][C:33]([NH:2][C@H:3]([C:8]([O:10][CH:11]2[CH2:12][CH2:13][CH2:14][CH2:15]2)=[O:9])[CH2:4][CH:5]([CH3:7])[CH3:6])=[O:34])=[CH:28][CH:29]=1)=[O:22])([CH3:19])([CH3:18])[CH3:17], predict the reactants needed to synthesize it. The reactants are: Cl.[NH2:2][C@H:3]([C:8]([O:10][CH:11]1[CH2:15][CH2:14][CH2:13][CH2:12]1)=[O:9])[CH2:4][CH:5]([CH3:7])[CH3:6].[C:16]([O:20][C:21]([NH:23][C:24]1[CH:29]=[CH:28][C:27]([CH2:30][CH2:31][CH2:32][C:33](O)=[O:34])=[CH:26][CH:25]=1)=[O:22])([CH3:19])([CH3:18])[CH3:17].CCN(C(C)C)C(C)C.C1CN([P+](Br)(N2CCCC2)N2CCCC2)CC1.F[P-](F)(F)(F)(F)F. (5) Given the product [Br:63][C:64]1[CH:69]=[CH:68][C:67]([C:70]2[NH:49][C:48]([C@@H:39]([N:35]3[C:34](=[O:62])[C@@H:33]([C:86]4[CH:91]=[CH:90][C:89]([O:92][CH2:93][CH2:94][OH:98])=[CH:88][CH:87]=4)[NH:37][C:36]3=[O:38])[C@H:40]([C:42]3[CH:43]=[CH:44][CH:45]=[CH:46][CH:47]=3)[CH3:41])=[N:52][C:71]=2[CH3:72])=[CH:66][CH:65]=1, predict the reactants needed to synthesize it. The reactants are: IC1C=CC(C2NC([C@@H](N3C(=O)[C@@H](CCC(O)=O)NC3=O)C(C)C)=NC=2)=CC=1.C1(C[C@H:33]2[NH:37][C:36](=[O:38])[N:35]([C@H:39]([C:48]3[NH:49]C(C4C=CC(I)=CC=4F)=C(C)[N:52]=3)[C@H:40]([C:42]3[CH:47]=[CH:46][CH:45]=[CH:44][CH:43]=3)[CH3:41])[C:34]2=[O:62])CC1.[Br:63][C:64]1[CH:69]=[CH:68][C:67]([C:70](=O)[CH2:71][CH3:72])=[CH:66][CH:65]=1.C(OC(N[C@H]([C:86]1[CH:91]=[CH:90][C:89]([O:92][CH2:93][C:94](=[O:98])N(C)C)=[CH:88][CH:87]=1)C(O)=O)=O)(C)(C)C.ClN1C(=O)CCC1=O. (6) Given the product [Cl:21][C:20]1[C:15]([C:13]2[C:12]([Cl:32])=[CH:11][N:10]=[C:9]([NH:8][C@H:5]3[CH2:6][CH2:7][C@H:2]([NH:1][CH2:36][C@H:35]([OH:37])[C:34]([F:39])([F:38])[F:33])[CH2:3][CH2:4]3)[CH:14]=2)=[N:16][C:17]([NH:22][CH2:23][CH:24]2[CH2:29][CH2:28][O:27][C:26]([CH3:30])([CH3:31])[CH2:25]2)=[CH:18][CH:19]=1, predict the reactants needed to synthesize it. The reactants are: [NH2:1][C@H:2]1[CH2:7][CH2:6][C@H:5]([NH:8][C:9]2[CH:14]=[C:13]([C:15]3[C:20]([Cl:21])=[CH:19][CH:18]=[C:17]([NH:22][CH2:23][CH:24]4[CH2:29][CH2:28][O:27][C:26]([CH3:31])([CH3:30])[CH2:25]4)[N:16]=3)[C:12]([Cl:32])=[CH:11][N:10]=2)[CH2:4][CH2:3]1.[F:33][C:34]([F:39])([F:38])[C@H:35]1[O:37][CH2:36]1. (7) Given the product [F:1][C:2]1[CH:3]=[C:4]([OH:26])[C:5]2[CH:6]=[N:7][N:8]([C:11]3[CH:16]=[CH:15][C:14]([OH:17])=[C:13]([F:25])[CH:12]=3)[C:9]=2[CH:10]=1, predict the reactants needed to synthesize it. The reactants are: [F:1][C:2]1[CH:3]=[C:4]([OH:26])[C:5]2[CH:6]=[N:7][N:8]([C:11]3[CH:16]=[CH:15][C:14]([O:17]CC4C=CC=CC=4)=[C:13]([F:25])[CH:12]=3)[C:9]=2[CH:10]=1.